Predict the reactants needed to synthesize the given product. From a dataset of Full USPTO retrosynthesis dataset with 1.9M reactions from patents (1976-2016). (1) Given the product [CH2:1]([O:8][C:9](=[O:19])[C:10]1[C:15]([Cl:16])=[CH:14][CH:13]=[C:12]([NH:17][S:29]([CH2:26][CH2:27][CH3:28])(=[O:31])=[O:30])[C:11]=1[F:18])[C:2]1[CH:3]=[CH:4][CH:5]=[CH:6][CH:7]=1, predict the reactants needed to synthesize it. The reactants are: [CH2:1]([O:8][C:9](=[O:19])[C:10]1[C:15]([Cl:16])=[CH:14][CH:13]=[C:12]([NH2:17])[C:11]=1[F:18])[C:2]1[CH:7]=[CH:6][CH:5]=[CH:4][CH:3]=1.N1C=CC=CC=1.[CH2:26]([S:29](Cl)(=[O:31])=[O:30])[CH2:27][CH3:28].O. (2) Given the product [CH:19]1([C:9]2[C:10]3[C:15](=[CH:14][C:13]([C:16]([OH:18])=[O:17])=[CH:12][CH:11]=3)[N:7]([CH2:6][C:4]([N:2]3[CH2:1][CH2:54][CH:53]([N:52]4[CH2:55][CH2:56][O:60][CH2:50][CH2:51]4)[CH2:49][CH2:3]3)=[O:5])[C:8]=2[C:25]2[CH:26]=[C:27]3[C:32](=[CH:33][CH:34]=2)[N:31]=[C:30]([C:35]2[S:39][C:38]([CH3:40])=[N:37][C:36]=2[CH3:41])[CH:29]=[CH:28]3)[CH2:20][CH2:21][CH2:22][CH2:23][CH2:24]1, predict the reactants needed to synthesize it. The reactants are: [CH3:1][N:2]([C:4]([CH2:6][N:7]1[C:15]2[C:10](=[CH:11][CH:12]=[C:13]([C:16]([OH:18])=[O:17])[CH:14]=2)[C:9]([CH:19]2[CH2:24][CH2:23][CH2:22][CH2:21][CH2:20]2)=[C:8]1[C:25]1[CH:26]=[C:27]2[C:32](=[CH:33][CH:34]=1)[N:31]=[C:30]([C:35]1[S:39][C:38]([CH3:40])=[N:37][C:36]=1[CH3:41])[CH:29]=[CH:28]2)=[O:5])[CH3:3].COC(C1[CH:54]=[C:53]2[C:49]([C:50](C3CCCCC3)=[C:51](C3C=C4C(=CC=3)N=C(C3SC(C)=NC=3C)C=C4)[N:52]2[CH2:55][C:56](=[O:60])N(C)C)=CC=1)=O.N1CCC(N2CCOCC2)CC1.